This data is from Retrosynthesis with 50K atom-mapped reactions and 10 reaction types from USPTO. The task is: Predict the reactants needed to synthesize the given product. (1) Given the product CC(C)(C)OC(=O)N1CCN(c2nnc(N)s2)CC1, predict the reactants needed to synthesize it. The reactants are: CC(C)(C)OC(=O)N1CCNCC1.Nc1nnc(Br)s1. (2) Given the product CN1CCc2nc(Nc3ccc(-c4cnco4)cc3)nc(NCC3CCOCC3)c2C1, predict the reactants needed to synthesize it. The reactants are: C=O.c1ncc(-c2ccc(Nc3nc4c(c(NCC5CCOCC5)n3)CNCC4)cc2)o1. (3) The reactants are: CCN.Oc1ccc2ccccc2c1. Given the product CCNc1ccc2ccccc2c1, predict the reactants needed to synthesize it. (4) Given the product CC(=O)Oc1ccccc1C(=O)OCOC(=O)c1ccc(OCC(CO[N+](=O)[O-])O[N+](=O)[O-])cc1, predict the reactants needed to synthesize it. The reactants are: CC(=O)Oc1ccccc1C(=O)OCCl.O=C(O)c1ccc(OCC(CO[N+](=O)[O-])O[N+](=O)[O-])cc1. (5) The reactants are: CN1CCNCC1.Clc1cc2c(Nc3ccc4c(cnn4Cc4ccccc4)c3)ncnc2cn1. Given the product CN1CCN(c2cc3c(Nc4ccc5c(cnn5Cc5ccccc5)c4)ncnc3cn2)CC1, predict the reactants needed to synthesize it.